Dataset: NCI-60 drug combinations with 297,098 pairs across 59 cell lines. Task: Regression. Given two drug SMILES strings and cell line genomic features, predict the synergy score measuring deviation from expected non-interaction effect. (1) Drug 1: C1CC(C1)(C(=O)O)C(=O)O.[NH2-].[NH2-].[Pt+2]. Drug 2: CC12CCC3C(C1CCC2OP(=O)(O)O)CCC4=C3C=CC(=C4)OC(=O)N(CCCl)CCCl.[Na+]. Cell line: T-47D. Synergy scores: CSS=6.07, Synergy_ZIP=-4.91, Synergy_Bliss=-0.403, Synergy_Loewe=-1.22, Synergy_HSA=-0.241. (2) Drug 1: CC1=C2C(C(=O)C3(C(CC4C(C3C(C(C2(C)C)(CC1OC(=O)C(C(C5=CC=CC=C5)NC(=O)OC(C)(C)C)O)O)OC(=O)C6=CC=CC=C6)(CO4)OC(=O)C)OC)C)OC. Drug 2: CC1=C2C(C(=O)C3(C(CC4C(C3C(C(C2(C)C)(CC1OC(=O)C(C(C5=CC=CC=C5)NC(=O)C6=CC=CC=C6)O)O)OC(=O)C7=CC=CC=C7)(CO4)OC(=O)C)O)C)OC(=O)C. Cell line: SNB-19. Synergy scores: CSS=62.1, Synergy_ZIP=4.10, Synergy_Bliss=3.65, Synergy_Loewe=6.91, Synergy_HSA=9.95. (3) Drug 1: CC1=CC=C(C=C1)C2=CC(=NN2C3=CC=C(C=C3)S(=O)(=O)N)C(F)(F)F. Drug 2: C(CCl)NC(=O)N(CCCl)N=O. Cell line: ACHN. Synergy scores: CSS=0.0970, Synergy_ZIP=-1.42, Synergy_Bliss=-2.84, Synergy_Loewe=-3.09, Synergy_HSA=-2.62. (4) Drug 1: CCC1=C2CN3C(=CC4=C(C3=O)COC(=O)C4(CC)O)C2=NC5=C1C=C(C=C5)O. Drug 2: C1C(C(OC1N2C=NC3=C2NC=NCC3O)CO)O. Cell line: MCF7. Synergy scores: CSS=28.2, Synergy_ZIP=-1.58, Synergy_Bliss=1.62, Synergy_Loewe=-44.8, Synergy_HSA=4.36.